From a dataset of Peptide-MHC class I binding affinity with 185,985 pairs from IEDB/IMGT. Regression. Given a peptide amino acid sequence and an MHC pseudo amino acid sequence, predict their binding affinity value. This is MHC class I binding data. (1) The peptide sequence is NPAWRKAVF. The MHC is HLA-B35:01 with pseudo-sequence HLA-B35:01. The binding affinity (normalized) is 0.308. (2) The peptide sequence is RITWYSKNF. The MHC is Mamu-A02 with pseudo-sequence Mamu-A02. The binding affinity (normalized) is 0.297. (3) The peptide sequence is FIRSTMPLV. The MHC is HLA-A02:03 with pseudo-sequence HLA-A02:03. The binding affinity (normalized) is 0.764. (4) The peptide sequence is GSRVRNIIA. The MHC is HLA-A30:01 with pseudo-sequence HLA-A30:01. The binding affinity (normalized) is 0.798. (5) The peptide sequence is RKWGLDFCY. The MHC is HLA-B48:01 with pseudo-sequence HLA-B48:01. The binding affinity (normalized) is 0.0847.